Dataset: Reaction yield outcomes from USPTO patents with 853,638 reactions. Task: Predict the reaction yield, written as a fraction of the theoretical maximum amount of product (1.0 means a 100% yield; for example, 0.34 means a 34% yield). (1) The reactants are [C:1]([C:3]1[CH:8]=[CH:7][C:6]([N:9]2[C:13]([C:14]3[CH:15]=[C:16]([C:32]([NH:34][CH2:35][CH2:36][CH2:37][N:38]4[CH2:42][CH2:41][CH2:40][CH2:39]4)=[O:33])[C:17](=[O:31])[N:18]([C:21]4[CH:26]=[CH:25][CH:24]=[C:23]([C:27]([F:30])([F:29])[F:28])[CH:22]=4)[C:19]=3[CH3:20])=[CH:12][CH:11]=[N:10]2)=[CH:5][CH:4]=1)#[N:2].[I:43][CH3:44]. The product is [I-:43].[C:1]([C:3]1[CH:8]=[CH:7][C:6]([N:9]2[C:13]([C:14]3[CH:15]=[C:16]([C:32]([NH:34][CH2:35][CH2:36][CH2:37][N+:38]4([CH3:44])[CH2:39][CH2:40][CH2:41][CH2:42]4)=[O:33])[C:17](=[O:31])[N:18]([C:21]4[CH:26]=[CH:25][CH:24]=[C:23]([C:27]([F:30])([F:29])[F:28])[CH:22]=4)[C:19]=3[CH3:20])=[CH:12][CH:11]=[N:10]2)=[CH:5][CH:4]=1)#[N:2]. No catalyst specified. The yield is 0.680. (2) The yield is 0.410. The product is [CH3:15][N:16]1[CH2:21][CH2:20][N:19]([S:11]([C:8]2[CH:9]=[CH:10][C:5]([NH:4][C:1](=[O:3])[CH3:2])=[CH:6][CH:7]=2)(=[O:13])=[O:12])[CH2:18][CH2:17]1. The reactants are [C:1]([NH:4][C:5]1[CH:10]=[CH:9][C:8]([S:11](Cl)(=[O:13])=[O:12])=[CH:7][CH:6]=1)(=[O:3])[CH3:2].[CH3:15][N:16]1[CH2:21][CH2:20][NH:19][CH2:18][CH2:17]1.C(N(CC)CC)C.O. The catalyst is C(Cl)Cl. (3) The reactants are Cl[C:2]1[N:11]=[C:10]([NH:12][CH2:13][CH2:14][C:15]2[CH:20]=[CH:19][CH:18]=[CH:17][CH:16]=2)[C:9]2[C:4](=[CH:5][CH:6]=[CH:7][CH:8]=2)[N:3]=1.[N:21]1[CH:22]=[CH:23][N:24]2[CH:29]=[C:28](B(O)O)[CH:27]=[CH:26][C:25]=12.C(NC1C2C(=CC=CC=2)N=C(C2SC3C=CC=CC=3C=2)N=1)(C1C=CC=CC=1)C1C=CC=CC=1. The catalyst is C(Cl)(Cl)Cl.CO. The product is [N:21]1[CH:22]=[CH:23][N:24]2[CH:29]=[C:28]([C:2]3[N:11]=[C:10]([NH:12][CH2:13][CH2:14][C:15]4[CH:20]=[CH:19][CH:18]=[CH:17][CH:16]=4)[C:9]4[C:4](=[CH:5][CH:6]=[CH:7][CH:8]=4)[N:3]=3)[CH:27]=[CH:26][C:25]=12. The yield is 0.340. (4) The reactants are CN.C([O:6][C@@H:7]1[C@:11]([CH2:20][CH2:21][O:22][C:23](=[O:25])[CH3:24])([O:12][CH2:13][C:14]2[CH:19]=[CH:18][CH:17]=[CH:16][CH:15]=2)[C@@:10]([CH2:35][O:36][S:37]([C:40]2[CH:45]=[CH:44][C:43]([CH3:46])=[CH:42][CH:41]=2)(=[O:39])=[O:38])([CH2:26][O:27][CH2:28][C:29]2[CH:34]=[CH:33][CH:32]=[CH:31][CH:30]=2)[O:9][C@H:8]1[N:47]1[CH:54]=[C:53]([CH3:55])[C:51](=[O:52])[NH:50][C:48]1=[O:49])(=O)C. The catalyst is O1CCCC1. The product is [C:23]([O:22][CH2:21][CH2:20][C@@:11]1([O:12][CH2:13][C:14]2[CH:15]=[CH:16][CH:17]=[CH:18][CH:19]=2)[C@@:10]([CH2:35][O:36][S:37]([C:40]2[CH:45]=[CH:44][C:43]([CH3:46])=[CH:42][CH:41]=2)(=[O:39])=[O:38])([CH2:26][O:27][CH2:28][C:29]2[CH:30]=[CH:31][CH:32]=[CH:33][CH:34]=2)[O:9][C@@H:8]([N:47]2[CH:54]=[C:53]([CH3:55])[C:51](=[O:52])[NH:50][C:48]2=[O:49])[C@@H:7]1[OH:6])(=[O:25])[CH3:24]. The yield is 0.870. (5) The reactants are [CH2:1]([O:3][CH:4]([O:8][CH2:9][CH3:10])[C@@H:5]([NH2:7])[CH3:6])[CH3:2].[C:11]1([CH:21]=O)[C:20]2[C:15](=[CH:16][CH:17]=[CH:18][CH:19]=2)[CH:14]=[CH:13][CH:12]=1.C(O[BH-](OC(=O)C)OC(=O)C)(=O)C.[Na+]. The catalyst is O1CCCC1.C(OCC)(=O)C. The product is [CH2:1]([O:3][CH:4]([O:8][CH2:9][CH3:10])[C@@H:5]([NH:7][CH2:21][C:11]1[C:20]2[C:15](=[CH:16][CH:17]=[CH:18][CH:19]=2)[CH:14]=[CH:13][CH:12]=1)[CH3:6])[CH3:2]. The yield is 0.671.